Dataset: Full USPTO retrosynthesis dataset with 1.9M reactions from patents (1976-2016). Task: Predict the reactants needed to synthesize the given product. (1) Given the product [O:19]=[C:17]1[O:16][CH2:15][C@:14]2([CH2:20][CH2:21][C@@H:12]([C:9]3[CH:10]=[C:11]4[C:6](=[CH:7][CH:8]=3)[CH2:5][CH:4]([C:22]([O:24][CH3:25])=[O:23])[CH2:3][CH2:2]4)[CH2:13]2)[NH:18]1, predict the reactants needed to synthesize it. The reactants are: O=[C:2]1[C:11]2[C:6](=[CH:7][CH:8]=[C:9]([C@@H:12]3[CH2:21][CH2:20][C@@:14]4([NH:18][C:17](=[O:19])[O:16][CH2:15]4)[CH2:13]3)[CH:10]=2)[CH2:5][CH:4]([C:22]([O:24][CH3:25])=[O:23])[CH2:3]1. (2) Given the product [F:18][C:19]1[CH:20]=[CH:21][C:22]2[S:26][C:25]([NH:27][C@H:28]3[CH2:31][C@H:30]([N:32]4[C:2]5=[N:7][CH:6]=[CH:5][N:4]=[C:3]5[C:8]([CH3:13])([CH3:12])[C:9]4=[O:11])[CH2:29]3)=[N:24][C:23]=2[CH:33]=1, predict the reactants needed to synthesize it. The reactants are: Cl[C:2]1[C:3]([C:8]([CH3:13])([CH3:12])[C:9]([OH:11])=O)=[N:4][CH:5]=[CH:6][N:7]=1.S(Cl)(Cl)=O.[F:18][C:19]1[CH:20]=[CH:21][C:22]2[S:26][C:25]([NH:27][C@H:28]3[CH2:31][C@H:30]([NH2:32])[CH2:29]3)=[N:24][C:23]=2[CH:33]=1.C(N(C(C)C)CC)(C)C.CC(C)([O-])C.[Na+]. (3) The reactants are: [NH2:1][C@H:2]1[C:11]2[C:6](=[CH:7][CH:8]=[CH:9][CH:10]=2)[N:5]([C:12]([C:14]2[CH:19]=[CH:18][C:17]([O:20][CH3:21])=[CH:16][CH:15]=2)=[O:13])[C@@H:4]([CH3:22])[CH2:3]1.[CH:23](=O)[CH3:24].C(O[BH-](OC(=O)C)OC(=O)C)(=O)C.[Na+].C(N(CC)C(C)C)(C)C.[Cl:49][C:50]1[CH:58]=[CH:57][C:53]([C:54](Cl)=[O:55])=[CH:52][CH:51]=1. Given the product [Cl:49][C:50]1[CH:58]=[CH:57][C:53]([C:54]([N:1]([CH2:23][CH3:24])[C@H:2]2[C:11]3[C:6](=[CH:7][CH:8]=[CH:9][CH:10]=3)[N:5]([C:12](=[O:13])[C:14]3[CH:15]=[CH:16][C:17]([O:20][CH3:21])=[CH:18][CH:19]=3)[C@@H:4]([CH3:22])[CH2:3]2)=[O:55])=[CH:52][CH:51]=1, predict the reactants needed to synthesize it. (4) Given the product [CH2:28]([C:9]1[C:2]([Cl:1])=[N:3][CH:4]=[C:5]([CH2:6][NH:18][C:17]2[CH:19]=[C:20]([O:22][CH3:23])[CH:21]=[C:15]([O:14][CH3:13])[CH:16]=2)[C:8]=1[NH:10][CH2:11][CH3:12])[CH3:29], predict the reactants needed to synthesize it. The reactants are: [Cl:1][C:2]1[CH:9]=[C:8]([NH:10][CH2:11][CH3:12])[C:5]([CH:6]=O)=[CH:4][N:3]=1.[CH3:13][O:14][C:15]1[CH:16]=[C:17]([CH:19]=[C:20]([O:22][CH3:23])[CH:21]=1)[NH2:18].C([BH3-])#N.[Na+].[C:28](O)(=O)[CH3:29]. (5) Given the product [Cl:1][C:2]1[C:10]2[NH:9][N:8]=[CH:7][C:6]=2[C:5]2[CH2:11][N:24]([CH2:25][C:26]3[CH:31]=[CH:30][N:29]=[CH:28][CH:27]=3)[C:15](=[O:17])[C@H:14]([CH2:19][C:20]([O:22][CH3:23])=[O:21])[CH2:13][C:4]=2[CH:3]=1, predict the reactants needed to synthesize it. The reactants are: [Cl:1][C:2]1[CH:3]=[C:4]([CH2:13][C@@H:14]([CH2:19][C:20]([O:22][CH3:23])=[O:21])[C:15]([O:17]C)=O)[C:5]([CH2:11]Cl)=[C:6]2[C:10]=1[NH:9][N:8]=[CH:7]2.[NH2:24][CH2:25][C:26]1[CH:31]=[CH:30][N:29]=[CH:28][CH:27]=1. (6) Given the product [C:1]([N:5]1[C:6]2[N:7]=[C:8]([Cl:22])[N:9]=[CH:10][C:11]=2[CH:12]=[C:13]1[C:14]1[C:15]([Cl:21])=[CH:16][CH:17]=[CH:18][C:19]=1[Cl:20])([CH3:4])([CH3:2])[CH3:3], predict the reactants needed to synthesize it. The reactants are: [C:1]([NH:5][C:6]1[C:11]([C:12]#[C:13][C:14]2[C:19]([Cl:20])=[CH:18][CH:17]=[CH:16][C:15]=2[Cl:21])=[CH:10][N:9]=[C:8]([Cl:22])[N:7]=1)([CH3:4])([CH3:3])[CH3:2].C(=O)([O-])[O-].[Cs+].[Cs+].CCOC(C)=O.O. (7) Given the product [CH3:27][N:5]1[C:4]2[N:3]=[C:2]([N:34]3[CH2:33][C@@H:32]4[CH2:28][N:29]([C:36]([O:38][C:39]([CH3:42])([CH3:41])[CH3:40])=[O:37])[CH2:30][C@@H:31]4[CH2:35]3)[N:10]([CH2:11][CH:12]=[C:13]([CH3:15])[CH3:14])[C:9]=2[C:8](=[O:16])[N:7]([CH2:17][C:18](=[O:25])[C:19]2[CH:24]=[CH:23][CH:22]=[CH:21][CH:20]=2)[C:6]1=[O:26], predict the reactants needed to synthesize it. The reactants are: Br[C:2]1[N:10]([CH2:11][CH:12]=[C:13]([CH3:15])[CH3:14])[C:9]2[C:8](=[O:16])[N:7]([CH2:17][C:18](=[O:25])[C:19]3[CH:24]=[CH:23][CH:22]=[CH:21][CH:20]=3)[C:6](=[O:26])[N:5]([CH3:27])[C:4]=2[N:3]=1.[CH2:28]1[C@@H:32]2[CH2:33][NH:34][CH2:35][C@@H:31]2[CH2:30][N:29]1[C:36]([O:38][C:39]([CH3:42])([CH3:41])[CH3:40])=[O:37].C(=O)([O-])[O-].[K+].[K+]. (8) The reactants are: Br[C:2]1[C:10]2[N:9]([CH2:11][CH2:12][CH:13]([CH3:15])[CH3:14])[C:8](=[O:16])[N:7]([CH2:17][CH2:18][CH:19]([CH3:21])[CH3:20])[C:6]=2[CH:5]=[C:4](Br)[C:3]=1[C:23]([O:25][CH3:26])=[O:24].C(O)=O.C(N(CC)CC)C.Cl. Given the product [CH2:17]([N:7]1[C:6]2[CH:5]=[CH:4][C:3]([C:23]([O:25][CH3:26])=[O:24])=[CH:2][C:10]=2[N:9]([CH2:11][CH2:12][CH:13]([CH3:15])[CH3:14])[C:8]1=[O:16])[CH2:18][CH:19]([CH3:21])[CH3:20], predict the reactants needed to synthesize it.